This data is from Full USPTO retrosynthesis dataset with 1.9M reactions from patents (1976-2016). The task is: Predict the reactants needed to synthesize the given product. Given the product [F:16][C:17]1[CH:24]=[C:23]([F:25])[CH:22]=[CH:21][C:18]=1[CH2:19][N:8]1[C:9]2[C:4](=[CH:3][C:2]([F:1])=[C:11]([F:12])[CH:10]=2)[C:5](=[O:15])[C:6]([C:13]#[N:14])=[CH:7]1, predict the reactants needed to synthesize it. The reactants are: [F:1][C:2]1[CH:3]=[C:4]2[C:9](=[CH:10][C:11]=1[F:12])[NH:8][CH:7]=[C:6]([C:13]#[N:14])[C:5]2=[O:15].[F:16][C:17]1[CH:24]=[C:23]([F:25])[CH:22]=[CH:21][C:18]=1[CH2:19]Cl.